Dataset: Catalyst prediction with 721,799 reactions and 888 catalyst types from USPTO. Task: Predict which catalyst facilitates the given reaction. Reactant: [C:1]([C:4]1[CH:9]=[CH:8][CH:7]=[C:6]([Br:10])[N:5]=1)(=O)[CH3:2].Cl.[NH2:12][OH:13]. Product: [Br:10][C:6]1[N:5]=[C:4](/[C:1](=[N:12]\[OH:13])/[CH3:2])[CH:9]=[CH:8][CH:7]=1. The catalyst class is: 17.